Task: Predict the product of the given reaction.. Dataset: Forward reaction prediction with 1.9M reactions from USPTO patents (1976-2016) (1) Given the reactants CC1(C)C2C(=C(P(C3C=CC=CC=3)C3C=CC=CC=3)C=CC=2)OC2C(P(C3C=CC=CC=3)C3C=CC=CC=3)=CC=CC1=2.[F:43][C:44]([F:62])([F:61])[C:45]1[CH:46]=[CH:47][C:48]([NH:51][C:52]2[CH:53]=[C:54]([CH:58]=[CH:59][N:60]=2)[C:55]([NH2:57])=[O:56])=[N:49][CH:50]=1.Br[C:64]1[C:65]([C:72]2([CH3:77])[O:76][CH2:75][CH2:74][O:73]2)=[CH:66][C:67]([O:70][CH3:71])=[N:68][CH:69]=1, predict the reaction product. The product is: [CH3:71][O:70][C:67]1[N:68]=[CH:69][C:64]([NH:57][C:55](=[O:56])[C:54]2[CH:58]=[CH:59][N:60]=[C:52]([NH:51][C:48]3[CH:47]=[CH:46][C:45]([C:44]([F:43])([F:61])[F:62])=[CH:50][N:49]=3)[CH:53]=2)=[C:65]([C:72]2([CH3:77])[O:76][CH2:75][CH2:74][O:73]2)[CH:66]=1. (2) The product is: [F:28][C:7]1[CH:8]=[C:9]([C:12]#[C:13][C:14]2[CH:15]=[C:16]3[C:21](=[CH:22][CH:23]=2)[O:20][C:19]([CH3:25])([CH3:24])[CH2:18][C:17]3([CH3:26])[CH3:27])[CH:10]=[CH:11][C:6]=1[CH2:5][C:4]([OH:29])=[O:3]. Given the reactants C([O:3][C:4](=[O:29])[CH2:5][C:6]1[CH:11]=[CH:10][C:9]([C:12]#[C:13][C:14]2[CH:15]=[C:16]3[C:21](=[CH:22][CH:23]=2)[O:20][C:19]([CH3:25])([CH3:24])[CH2:18][C:17]3([CH3:27])[CH3:26])=[CH:8][C:7]=1[F:28])C.CO.[OH-].[Na+].C(OCC)(=O)C, predict the reaction product.